This data is from Full USPTO retrosynthesis dataset with 1.9M reactions from patents (1976-2016). The task is: Predict the reactants needed to synthesize the given product. (1) The reactants are: [F:1][C:2]1[CH:7]=[CH:6][CH:5]=[C:4]([F:8])[C:3]=1[N:9]1[C:14]2[N:15]=[C:16](S(C)(=O)=O)[N:17]=[C:18]([C:19]3[CH:20]=[C:21]([CH:27]=[CH:28][C:29]=3[CH3:30])[C:22]([N:24]([CH3:26])[CH3:25])=[O:23])[C:13]=2[CH2:12][NH:11][C:10]1=[O:35].[CH3:36][N:37]1[CH2:42][CH2:41][NH:40][CH2:39][CH2:38]1. Given the product [NH4+:9].[OH-:23].[F:1][C:2]1[CH:7]=[CH:6][CH:5]=[C:4]([F:8])[C:3]=1[N:9]1[C:14]2[N:15]=[C:16]([N:40]3[CH2:41][CH2:42][N:37]([CH3:36])[CH2:38][CH2:39]3)[N:17]=[C:18]([C:19]3[CH:20]=[C:21]([CH:27]=[CH:28][C:29]=3[CH3:30])[C:22]([N:24]([CH3:26])[CH3:25])=[O:23])[C:13]=2[CH2:12][NH:11][C:10]1=[O:35], predict the reactants needed to synthesize it. (2) Given the product [CH3:1][C:2]1[S:3][C:4]([Sn:13]([CH3:16])([CH3:15])[CH3:14])=[CH:5][N:6]=1, predict the reactants needed to synthesize it. The reactants are: [CH3:1][C:2]1[S:3][CH:4]=[CH:5][N:6]=1.C([Li])CCC.Cl[Sn:13]([CH3:16])([CH3:15])[CH3:14]. (3) The reactants are: [F:1][C:2]1[CH:7]=[C:6]([I:8])[CH:5]=[CH:4][C:3]=1[NH:9][C:10]1[N:11]([CH3:25])[C:12](=[O:24])[C:13]([CH3:23])=[C:14]([O:21][CH3:22])[C:15]=1[C:16](OCC)=[O:17].[CH:26]([O:28][CH2:29][CH2:30][O:31][NH2:32])=[CH2:27].[Li+].C[Si]([N-][Si](C)(C)C)(C)C. Given the product [F:1][C:2]1[CH:7]=[C:6]([I:8])[CH:5]=[CH:4][C:3]=1[NH:9][C:10]1[N:11]([CH3:25])[C:12](=[O:24])[C:13]([CH3:23])=[C:14]([O:21][CH3:22])[C:15]=1[C:16]([NH:32][O:31][CH2:30][CH2:29][O:28][CH:26]=[CH2:27])=[O:17], predict the reactants needed to synthesize it. (4) Given the product [C:27]([C:2]1[C:7]([C:8]2[C:13]([F:14])=[CH:12][CH:11]=[CH:10][C:9]=2[F:15])=[C:6]([N:16]2[CH2:21][CH2:20][CH:19]([CH3:22])[CH2:18][CH2:17]2)[N:5]2[N:23]=[CH:24][N:25]=[C:4]2[N:3]=1)#[N:28], predict the reactants needed to synthesize it. The reactants are: Cl[C:2]1[C:7]([C:8]2[C:13]([F:14])=[CH:12][CH:11]=[CH:10][C:9]=2[F:15])=[C:6]([N:16]2[CH2:21][CH2:20][CH:19]([CH3:22])[CH2:18][CH2:17]2)[N:5]2[N:23]=[CH:24][N:25]=[C:4]2[N:3]=1.O.[CH3:27][N:28](C)C=O. (5) Given the product [C:1]([C:3]1[CH:4]=[C:5]([C:11]2[CH:16]=[CH:15][N:14]=[C:13]([NH:17][C:18]3[CH:19]=[C:20]([CH:24]=[C:25]([O:27][CH3:28])[CH:26]=3)[C:21]([NH:47][CH:42]3[CH2:46][CH2:45][CH2:44][CH2:43]3)=[O:22])[N:12]=2)[CH:6]=[CH:7][C:8]=1[O:9][CH3:10])#[N:2], predict the reactants needed to synthesize it. The reactants are: [C:1]([C:3]1[CH:4]=[C:5]([C:11]2[CH:16]=[CH:15][N:14]=[C:13]([NH:17][C:18]3[CH:19]=[C:20]([CH:24]=[C:25]([O:27][CH3:28])[CH:26]=3)[C:21](O)=[O:22])[N:12]=2)[CH:6]=[CH:7][C:8]=1[O:9][CH3:10])#[N:2].CCN(CC)CC.ClC(OCC)=O.[CH:42]1([NH2:47])[CH2:46][CH2:45][CH2:44][CH2:43]1. (6) Given the product [F:1][C:2]1[CH:26]=[CH:25][C:5]2[N:6]([C:19]3[CH:24]=[CH:23][CH:22]=[CH:21][CH:20]=3)[C:7]([C@@H:9]([NH2:11])[CH3:10])=[N:8][C:4]=2[CH:3]=1, predict the reactants needed to synthesize it. The reactants are: [F:1][C:2]1[CH:26]=[CH:25][C:5]2[N:6]([C:19]3[CH:24]=[CH:23][CH:22]=[CH:21][CH:20]=3)[C:7]([C@@H:9]([NH:11]C(=O)OC(C)(C)C)[CH3:10])=[N:8][C:4]=2[CH:3]=1.C(O)(C(F)(F)F)=O. (7) The reactants are: [CH:1](=[C:8](/[CH2:13][CH2:14][CH2:15][CH2:16][CH3:17])\[C:9](OC)=[O:10])/[C:2]1[CH:7]=[CH:6][CH:5]=[CH:4][CH:3]=1.Cl.[CH3:19][NH:20][CH3:21]. Given the product [CH:1](=[C:8](/[CH2:13][CH2:14][CH2:15][CH2:16][CH3:17])\[C:9]([N:20]([CH3:21])[CH3:19])=[O:10])/[C:2]1[CH:7]=[CH:6][CH:5]=[CH:4][CH:3]=1, predict the reactants needed to synthesize it. (8) Given the product [Br:1][C:2]1[CH:3]=[C:4]2[C:8](=[C:9]([C:11]([NH2:13])=[O:12])[CH:10]=1)[NH:7][CH:6]=[C:5]2[CH:14]1[CH2:19][CH2:18][N:17]([S:20]([CH2:23][CH2:24][O:26][CH3:25])(=[O:22])=[O:21])[CH2:16][CH2:15]1, predict the reactants needed to synthesize it. The reactants are: [Br:1][C:2]1[CH:3]=[C:4]2[C:8](=[C:9]([C:11]([NH2:13])=[O:12])[CH:10]=1)[NH:7][CH:6]=[C:5]2[CH:14]1[CH2:19][CH2:18][N:17]([S:20]([CH:23]=[CH2:24])(=[O:22])=[O:21])[CH2:16][CH2:15]1.[CH3:25][O-:26].[Na+]. (9) Given the product [Br:18][C:15]1[CH:16]=[CH:17][C:12]([OH:11])=[CH:13][C:14]=1[O:19][CH2:20][CH2:21][N:22]1[CH2:27][CH2:26][CH2:25][CH2:24][CH2:23]1, predict the reactants needed to synthesize it. The reactants are: CC1C=CC(S([O:11][C:12]2[CH:17]=[CH:16][C:15]([Br:18])=[C:14]([O:19][CH2:20][CH2:21][N:22]3[CH2:27][CH2:26][CH2:25][CH2:24][CH2:23]3)[CH:13]=2)(=O)=O)=CC=1.[OH-].[K+].Cl.C(=O)(O)[O-].[Na+]. (10) Given the product [F:1][C:2]1[CH:3]=[C:4]([C:8]2[CH:9]=[C:10]([O:30][CH3:28])[C:11]([C:14]#[N:15])=[N:12][CH:13]=2)[CH:5]=[CH:6][CH:7]=1, predict the reactants needed to synthesize it. The reactants are: [F:1][C:2]1[CH:3]=[C:4]([C:8]2[CH:9]=[C:10](Cl)[C:11]([C:14]#[N:15])=[N:12][CH:13]=2)[CH:5]=[CH:6][CH:7]=1.C[O-].[Na+].CO.CCCCCC.[C:28](OCC)(=[O:30])C.